This data is from Peptide-MHC class I binding affinity with 185,985 pairs from IEDB/IMGT. The task is: Regression. Given a peptide amino acid sequence and an MHC pseudo amino acid sequence, predict their binding affinity value. This is MHC class I binding data. The peptide sequence is SGAENPGGYML. The MHC is H-2-Kb with pseudo-sequence H-2-Kb. The binding affinity (normalized) is 0.